From a dataset of Catalyst prediction with 721,799 reactions and 888 catalyst types from USPTO. Predict which catalyst facilitates the given reaction. (1) Reactant: [C@H:1]1([NH2:10])[C:9]2[C:4](=[CH:5][CH:6]=[CH:7][CH:8]=2)[CH2:3][CH2:2]1.[CH2:11]1[CH2:21]CN2C(=NCCC2)C[CH2:12]1.S(C1C=CC(C)=CC=1)(OCC#C)(=O)=O. Product: [CH:12]#[C:11][CH2:21][NH:10][C@H:1]1[C:9]2[CH:8]=[CH:7][CH:6]=[CH:5][C:4]=2[CH2:3][CH2:2]1. The catalyst class is: 1. (2) Reactant: [Cl:1][C:2]1[CH:11]=[C:10]([N+:12]([O-])=O)[CH:9]=[C:8]2[C:3]=1[CH:4]=[CH:5][CH:6]=[N:7]2.O.O.[Sn](Cl)Cl.Cl. Product: [NH2:12][C:10]1[CH:9]=[C:8]2[C:3]([CH:4]=[CH:5][CH:6]=[N:7]2)=[C:2]([Cl:1])[CH:11]=1. The catalyst class is: 8. (3) Product: [NH2:1][C@@H:2]([CH2:3][C:4]1[CH:5]=[CH:6][C:7]([O:10][P:14]([OH:17])([OH:16])=[O:15])=[CH:8][CH:9]=1)[C:11]([OH:13])=[O:12]. The catalyst class is: 51. Reactant: [NH2:1][C@H:2]([C:11]([OH:13])=[O:12])[CH2:3][C:4]1[CH:9]=[CH:8][C:7]([OH:10])=[CH:6][CH:5]=1.[P:14](=O)([OH:17])([OH:16])[OH:15].O=P12OP3(OP(OP(O3)(O1)=O)(=O)O2)=O.O. (4) Reactant: [CH3:1][N:2]([O:19][CH3:20])[C:3]([C:5]1[CH:10]=[CH:9][CH:8]=[C:7]([C:11](=O)[C:12]2[CH:17]=[CH:16][CH:15]=[CH:14][CH:13]=2)[CH:6]=1)=[O:4]. Product: [CH3:1][N:2]([O:19][CH3:20])[C:3]([C:5]1[CH:10]=[CH:9][CH:8]=[C:7]([CH2:11][C:12]2[CH:17]=[CH:16][CH:15]=[CH:14][CH:13]=2)[CH:6]=1)=[O:4]. The catalyst class is: 256. (5) Reactant: [C:1]([O-:5])(=[O:4])[CH:2]=[CH2:3].[Na+:6].[C:7]([OH:11])(=[O:10])[CH:8]=[CH2:9]. Product: [C:1]([O-:5])(=[O:4])[CH:2]=[CH2:3].[Na+:6].[C:7]([OH:11])(=[O:10])[CH:8]=[CH2:9]. The catalyst class is: 6. (6) Reactant: [C:1]([O:5][C:6]([N:8]([C@H:16]1[CH2:24][O:23][CH2:22][C@H:21]([CH2:25][C:26]2[C:35]3[C:30](=[CH:31][CH:32]=[CH:33][CH:34]=3)[CH:29]=[CH:28][CH:27]=2)[C@@H:20]([OH:36])[C@H:19]([CH3:37])[O:18][C:17]1=[O:38])[C:9](=[O:15])[O:10][C:11]([CH3:14])([CH3:13])[CH3:12])=[O:7])([CH3:4])([CH3:3])[CH3:2].[C:39](Cl)(=[O:43])[CH:40]([CH3:42])[CH3:41]. Product: [C:11]([O:10][C:9]([N:8]([C:6]([O:5][C:1]([CH3:2])([CH3:3])[CH3:4])=[O:7])[C@@H:16]1[C:17](=[O:38])[O:18][C@@H:19]([CH3:37])[C@H:20]([O:36][C:39](=[O:43])[CH:40]([CH3:42])[CH3:41])[C@@H:21]([CH2:25][C:26]2[C:35]3[C:30](=[CH:31][CH:32]=[CH:33][CH:34]=3)[CH:29]=[CH:28][CH:27]=2)[CH2:22][O:23][CH2:24]1)=[O:15])([CH3:13])([CH3:14])[CH3:12]. The catalyst class is: 79. (7) Reactant: [C:1]([C@H:4]1[CH2:9][CH2:8][C@H:7]([NH:10][C:11]([C:13]2[NH:14][C:15]3[C:20]([CH:21]=2)=[CH:19][C:18]([Cl:22])=[CH:17][CH:16]=3)=[O:12])[C@H:6]([NH:23][C:24]([C:26]2[S:27][C:28]3[CH2:29][N:30]([CH3:35])[CH2:31][CH2:32][C:33]=3[N:34]=2)=[O:25])[CH2:5]1)(O)=[O:2].Cl.[CH2:37]([NH2:39])[CH3:38].O.ON1C2C=CC=CC=2N=N1.Cl.CN(C)CCCN=C=NCC. Product: [ClH:22].[Cl:22][C:18]1[CH:19]=[C:20]2[C:15](=[CH:16][CH:17]=1)[NH:14][C:13]([C:11]([NH:10][C@H:7]1[CH2:8][CH2:9][C@H:4]([C:1](=[O:2])[NH:39][CH2:37][CH3:38])[CH2:5][C@H:6]1[NH:23][C:24]([C:26]1[S:27][C:28]3[CH2:29][N:30]([CH3:35])[CH2:31][CH2:32][C:33]=3[N:34]=1)=[O:25])=[O:12])=[CH:21]2. The catalyst class is: 289.